Predict which catalyst facilitates the given reaction. From a dataset of Catalyst prediction with 721,799 reactions and 888 catalyst types from USPTO. (1) Product: [CH:9]1[C:14]([CH2:15][C@H:16]([NH2:20])[C:17]([OH:19])=[O:18])=[CH:13][C:12]([OH:21])=[C:11]([OH:22])[CH:10]=1.[CH3:23][C@@:24]([NH:37][NH2:38])([C:34]([OH:36])=[O:35])[CH2:25][C:26]1[CH:31]=[CH:30][C:29]([OH:32])=[C:28]([OH:33])[CH:27]=1. Reactant: C(O)(=O)/C=C/C(O)=O.[CH:9]1[C:14]([CH2:15][C@H:16]([NH2:20])[C:17]([OH:19])=[O:18])=[CH:13][C:12]([OH:21])=[C:11]([OH:22])[CH:10]=1.[CH3:23][C@@:24]([NH:37][NH2:38])([C:34]([OH:36])=[O:35])[CH2:25][C:26]1[CH:31]=[CH:30][C:29]([OH:32])=[C:28]([OH:33])[CH:27]=1.O. The catalyst class is: 5. (2) The catalyst class is: 9. Reactant: [S:1]1[C:5]2[C:6]([C:10]([OH:12])=O)=[CH:7][CH:8]=[CH:9][C:4]=2[N:3]=[N:2]1.C1(C)C=CC=CC=1.S(Cl)([Cl:22])=O. Product: [S:1]1[C:5]2[C:6]([C:10]([Cl:22])=[O:12])=[CH:7][CH:8]=[CH:9][C:4]=2[N:3]=[N:2]1.